This data is from NCI-60 drug combinations with 297,098 pairs across 59 cell lines. The task is: Regression. Given two drug SMILES strings and cell line genomic features, predict the synergy score measuring deviation from expected non-interaction effect. Drug 1: CCC1(CC2CC(C3=C(CCN(C2)C1)C4=CC=CC=C4N3)(C5=C(C=C6C(=C5)C78CCN9C7C(C=CC9)(C(C(C8N6C=O)(C(=O)OC)O)OC(=O)C)CC)OC)C(=O)OC)O.OS(=O)(=O)O. Drug 2: N.N.Cl[Pt+2]Cl. Cell line: CCRF-CEM. Synergy scores: CSS=77.0, Synergy_ZIP=-0.776, Synergy_Bliss=-1.03, Synergy_Loewe=-3.14, Synergy_HSA=1.00.